This data is from Forward reaction prediction with 1.9M reactions from USPTO patents (1976-2016). The task is: Predict the product of the given reaction. (1) Given the reactants [CH:1]1([N:6]2[CH2:12][C:11]([F:14])([F:13])[C:10](=[O:15])[N:9]([CH3:16])[C:8]3[CH:17]=[N:18][C:19]([NH:21][C:22]4[CH:30]=[CH:29][C:25]([C:26](O)=[O:27])=[CH:24][C:23]=4[O:31][CH3:32])=[N:20][C:7]2=3)[CH2:5][CH2:4][CH2:3][CH2:2]1.[CH3:33][N:34]([CH3:38])[CH2:35][CH2:36][NH2:37].F[P-](F)(F)(F)(F)F.CN(C(N(C)C)=[N+]1C2C(=NC=CC=2)[N+]([O-])=N1)C.C(N(C(C)C)CC)(C)C, predict the reaction product. The product is: [CH:1]1([N:6]2[CH2:12][C:11]([F:13])([F:14])[C:10](=[O:15])[N:9]([CH3:16])[C:8]3[CH:17]=[N:18][C:19]([NH:21][C:22]4[CH:30]=[CH:29][C:25]([C:26]([NH:37][CH2:36][CH2:35][N:34]([CH3:38])[CH3:33])=[O:27])=[CH:24][C:23]=4[O:31][CH3:32])=[N:20][C:7]2=3)[CH2:5][CH2:4][CH2:3][CH2:2]1. (2) Given the reactants [NH2:1][C:2]1[N:7]([CH3:8])[C:6](=[O:9])[C:5]([CH3:11])([CH3:10])[C@:4]([C:13]2[CH:18]=[C:17]([NH2:19])[CH:16]=[CH:15][C:14]=2[F:20])([CH3:12])[N:3]=1.[Cl:21][C:22]1[CH:23]=[N:24][C:25]2[C:30](=O)[CH2:29][CH2:28][C:26]=2[CH:27]=1.[B][B][B][B][B][B][B][B][B][B], predict the reaction product. The product is: [NH2:1][C:2]1[N:7]([CH3:8])[C:6](=[O:9])[C:5]([CH3:10])([CH3:11])[C@:4]([C:13]2[CH:18]=[C:17]([NH:19][CH:30]3[C:25]4=[N:24][CH:23]=[C:22]([Cl:21])[CH:27]=[C:26]4[CH2:28][CH2:29]3)[CH:16]=[CH:15][C:14]=2[F:20])([CH3:12])[N:3]=1. (3) Given the reactants Br[C:2]1[CH:3]=[C:4]([N:8]2[CH2:13][CH2:12][O:11][CH2:10][CH2:9]2)[CH:5]=[N:6][CH:7]=1.C[CH2:15][O:16]CC.C([Li])CCC.CN(C=O)C, predict the reaction product. The product is: [N:8]1([C:4]2[CH:5]=[N:6][CH:7]=[C:2]([CH:3]=2)[CH:15]=[O:16])[CH2:13][CH2:12][O:11][CH2:10][CH2:9]1. (4) Given the reactants C(OC([N:8]1[CH2:13][CH2:12][N:11]([C:14]2[CH:19]=[CH:18][C:17]([CH:20]3[CH2:22][CH2:21]3)=[CH:16][C:15]=2[CH:23]2[CH2:25][CH2:24]2)[CH2:10][CH2:9]1)=O)(C)(C)C.Cl.O1CCOCC1.C(OCC)C, predict the reaction product. The product is: [CH:23]1([C:15]2[CH:16]=[C:17]([CH:20]3[CH2:22][CH2:21]3)[CH:18]=[CH:19][C:14]=2[N:11]2[CH2:10][CH2:9][NH:8][CH2:13][CH2:12]2)[CH2:24][CH2:25]1. (5) Given the reactants Br[C:2]1[CH:3]=[C:4]2[C@@:15]3([CH2:19][O:18][C:17]([NH2:20])=[N:16]3)[C:14]3[C:9](=[CH:10][CH:11]=[C:12]([O:21][CH2:22][C:23]([CH3:26])([CH3:25])[CH3:24])[CH:13]=3)[O:8][C:5]2=[N:6][CH:7]=1.[N:27]1[CH:32]=[CH:31][CH:30]=[C:29](B(O)O)[CH:28]=1.C1COCC1.C(=O)([O-])[O-].[K+].[K+], predict the reaction product. The product is: [CH2:22]([O:21][C:12]1[CH:13]=[C:14]2[C@:15]3([CH2:19][O:18][C:17]([NH2:20])=[N:16]3)[C:4]3[C:5](=[N:6][CH:7]=[C:2]([C:29]4[CH:28]=[N:27][CH:32]=[CH:31][CH:30]=4)[CH:3]=3)[O:8][C:9]2=[CH:10][CH:11]=1)[C:23]([CH3:26])([CH3:25])[CH3:24].